This data is from Forward reaction prediction with 1.9M reactions from USPTO patents (1976-2016). The task is: Predict the product of the given reaction. (1) Given the reactants [C:1]([O:5][C:6]([NH:8][C:9]1[O:17][C:16]2[C:11](=[N:12][CH:13]=[C:14]([CH:18]3[CH2:21][CH2:20][CH2:19]3)[CH:15]=2)[C:10]=1[C:22]([O:24]CC)=[O:23])=[O:7])([CH3:4])([CH3:3])[CH3:2].O[Li].O, predict the reaction product. The product is: [C:1]([O:5][C:6]([NH:8][C:9]1[O:17][C:16]2[C:11](=[N:12][CH:13]=[C:14]([CH:18]3[CH2:19][CH2:20][CH2:21]3)[CH:15]=2)[C:10]=1[C:22]([OH:24])=[O:23])=[O:7])([CH3:4])([CH3:2])[CH3:3]. (2) Given the reactants [I-:1].[CH2:2]([O:4][C:5]1[CH:10]=[C:9]([N+:11]([O-])=O)[CH:8]=[CH:7][C:6]=1[C:14]1[CH:19]=[CH:18][N+:17]([CH3:20])=[CH:16][CH:15]=1)[CH3:3], predict the reaction product. The product is: [IH:1].[CH2:2]([O:4][C:5]1[CH:10]=[C:9]([NH2:11])[CH:8]=[CH:7][C:6]=1[CH:14]1[CH2:19][CH2:18][N:17]([CH3:20])[CH2:16][CH2:15]1)[CH3:3]. (3) Given the reactants CS[C:3]1[S:4]/[C:5](=[CH:9]\[C:10]2[CH:11]=[C:12]3[C:17](=[CH:18][CH:19]=2)[N:16]=[CH:15][CH:14]=[CH:13]3)/[C:6](=[O:8])[N:7]=1.[N:20]1[CH:25]=[CH:24][CH:23]=[C:22]([CH2:26][CH2:27][NH2:28])[CH:21]=1.CCN(C(C)C)C(C)C, predict the reaction product. The product is: [N:20]1[CH:25]=[CH:24][CH:23]=[C:22]([CH2:26][CH2:27][NH:28][C:3]2[S:4]/[C:5](=[CH:9]\[C:10]3[CH:11]=[C:12]4[C:17](=[CH:18][CH:19]=3)[N:16]=[CH:15][CH:14]=[CH:13]4)/[C:6](=[O:8])[N:7]=2)[CH:21]=1.